Dataset: NCI-60 drug combinations with 297,098 pairs across 59 cell lines. Task: Regression. Given two drug SMILES strings and cell line genomic features, predict the synergy score measuring deviation from expected non-interaction effect. (1) Drug 1: C1CCC(CC1)NC(=O)N(CCCl)N=O. Drug 2: CCC1=C2CN3C(=CC4=C(C3=O)COC(=O)C4(CC)O)C2=NC5=C1C=C(C=C5)O. Cell line: TK-10. Synergy scores: CSS=12.0, Synergy_ZIP=-3.42, Synergy_Bliss=-0.333, Synergy_Loewe=-7.96, Synergy_HSA=0.315. (2) Drug 1: CC12CCC3C(C1CCC2OP(=O)(O)O)CCC4=C3C=CC(=C4)OC(=O)N(CCCl)CCCl.[Na+]. Drug 2: CC1C(C(CC(O1)OC2CC(CC3=C2C(=C4C(=C3O)C(=O)C5=CC=CC=C5C4=O)O)(C(=O)C)O)N)O. Cell line: ACHN. Synergy scores: CSS=50.7, Synergy_ZIP=-0.527, Synergy_Bliss=-1.22, Synergy_Loewe=-45.3, Synergy_HSA=-0.286. (3) Drug 1: CC1C(C(CC(O1)OC2CC(CC3=C2C(=C4C(=C3O)C(=O)C5=C(C4=O)C(=CC=C5)OC)O)(C(=O)CO)O)N)O.Cl. Drug 2: CC(C)(C#N)C1=CC(=CC(=C1)CN2C=NC=N2)C(C)(C)C#N. Cell line: HCC-2998. Synergy scores: CSS=38.6, Synergy_ZIP=-3.77, Synergy_Bliss=-5.29, Synergy_Loewe=-4.72, Synergy_HSA=-3.29. (4) Drug 1: C1=C(C(=O)NC(=O)N1)N(CCCl)CCCl. Drug 2: CN(C)C1=NC(=NC(=N1)N(C)C)N(C)C. Cell line: HCT-15. Synergy scores: CSS=23.3, Synergy_ZIP=1.34, Synergy_Bliss=2.20, Synergy_Loewe=-18.9, Synergy_HSA=-0.271. (5) Cell line: HOP-92. Drug 1: CC1C(C(CC(O1)OC2CC(CC3=C2C(=C4C(=C3O)C(=O)C5=C(C4=O)C(=CC=C5)OC)O)(C(=O)C)O)N)O.Cl. Drug 2: CCC1(CC2CC(C3=C(CCN(C2)C1)C4=CC=CC=C4N3)(C5=C(C=C6C(=C5)C78CCN9C7C(C=CC9)(C(C(C8N6C)(C(=O)OC)O)OC(=O)C)CC)OC)C(=O)OC)O.OS(=O)(=O)O. Synergy scores: CSS=29.4, Synergy_ZIP=-10.1, Synergy_Bliss=-3.78, Synergy_Loewe=-27.9, Synergy_HSA=-0.516. (6) Drug 1: C(=O)(N)NO. Drug 2: C1CN(CCN1C(=O)CCBr)C(=O)CCBr. Cell line: 786-0. Synergy scores: CSS=9.37, Synergy_ZIP=-2.25, Synergy_Bliss=1.06, Synergy_Loewe=-7.91, Synergy_HSA=-3.14.